This data is from Catalyst prediction with 721,799 reactions and 888 catalyst types from USPTO. The task is: Predict which catalyst facilitates the given reaction. (1) Reactant: C1N=CN(C(N2C=NC=C2)=O)C=1.[C:13]([C:15]1[CH:20]=[CH:19][C:18]([C:21]2[C:25]([C:26](O)=[O:27])=[C:24]([CH3:29])[O:23][N:22]=2)=[CH:17][CH:16]=1)#[N:14].[BH4-].[Na+].Cl. Product: [C:13]([C:15]1[CH:16]=[CH:17][C:18]([C:21]2[C:25]([CH2:26][OH:27])=[C:24]([CH3:29])[O:23][N:22]=2)=[CH:19][CH:20]=1)#[N:14]. The catalyst class is: 30. (2) Reactant: [NH:1]1[C:5]([C:6]2[CH:16]=[CH:15][CH:14]=[CH:13][C:7]=2[C:8]([O:10]CC)=[O:9])=[CH:4][N:3]=[CH:2]1. Product: [NH:3]1[CH:4]=[C:5]([C:6]2[CH:16]=[CH:15][CH:14]=[CH:13][C:7]=2[C:8]([OH:10])=[O:9])[N:1]=[CH:2]1. The catalyst class is: 240.